Dataset: Peptide-MHC class I binding affinity with 185,985 pairs from IEDB/IMGT. Task: Regression. Given a peptide amino acid sequence and an MHC pseudo amino acid sequence, predict their binding affinity value. This is MHC class I binding data. (1) The peptide sequence is YTVKGPNL. The MHC is H-2-Db with pseudo-sequence H-2-Db. The binding affinity (normalized) is 0.115. (2) The peptide sequence is STYLELDTI. The MHC is Mamu-B01 with pseudo-sequence Mamu-B01. The binding affinity (normalized) is 0.802. (3) The peptide sequence is FVIGGMTGV. The MHC is HLA-A02:50 with pseudo-sequence HLA-A02:50. The binding affinity (normalized) is 1.00. (4) The peptide sequence is VAVNKSNKPL. The MHC is HLA-A02:01 with pseudo-sequence HLA-A02:01. The binding affinity (normalized) is 0.00974. (5) The peptide sequence is WIQYDKHCY. The MHC is HLA-A31:01 with pseudo-sequence HLA-A31:01. The binding affinity (normalized) is 0.201. (6) The peptide sequence is EGGVGWRHW. The MHC is HLA-B58:01 with pseudo-sequence HLA-B58:01. The binding affinity (normalized) is 0.0111. (7) The peptide sequence is ASNKPISNR. The MHC is HLA-A68:01 with pseudo-sequence HLA-A68:01. The binding affinity (normalized) is 0.614.